From a dataset of Catalyst prediction with 721,799 reactions and 888 catalyst types from USPTO. Predict which catalyst facilitates the given reaction. (1) Reactant: [Cl:1][C:2]1[CH:3]=[C:4]([CH:25]=[CH:26][C:27]=1[Cl:28])[CH2:5][N:6]1[C:15]2[C:10](=[CH:11][CH:12]=[CH:13][CH:14]=2)[CH2:9][CH:8]([N:16](C)[C:17](=O)OC(C)(C)C)[CH2:7]1.[F:29][C:30]([F:35])([F:34])[C:31]([OH:33])=[O:32]. Product: [Cl:1][C:2]1[CH:3]=[C:4]([CH:25]=[CH:26][C:27]=1[Cl:28])[CH2:5][N:6]1[C:15]2[C:10](=[CH:11][CH:12]=[CH:13][CH:14]=2)[CH2:9][CH:8]([NH:16][CH3:17])[CH2:7]1.[C:31]([OH:33])([C:30]([F:35])([F:34])[F:29])=[O:32]. The catalyst class is: 4. (2) Reactant: [Cl:1][C:2]1[C:6]([Cl:7])=[C:5]([CH3:8])[NH:4][C:3]=1[C:9]([OH:11])=O.[NH2:12][CH:13]1[C:18]2([O:22][CH2:21][CH2:20][O:19]2)[CH2:17][N:16]([C:23]([O:25][CH3:26])=[O:24])[CH2:15][CH2:14]1.C1C=CC2N(O)N=NC=2C=1.CN1CCOCC1.C(Cl)CCl. Product: [Cl:1][C:2]1[C:6]([Cl:7])=[C:5]([CH3:8])[NH:4][C:3]=1[C:9]([NH:12][CH:13]1[C:18]2([O:22][CH2:21][CH2:20][O:19]2)[CH2:17][N:16]([C:23]([O:25][CH3:26])=[O:24])[CH2:15][CH2:14]1)=[O:11]. The catalyst class is: 2. (3) Reactant: [CH3:1][C:2]1([CH3:24])[NH:7][C:6](=[O:8])[C:5]2[S:9][C:10]([N:12]3[C:17]4[CH:18]=[C:19]([CH:22]=[O:23])[CH:20]=[CH:21][C:16]=4[O:15][CH2:14][CH2:13]3)=[N:11][C:4]=2[CH2:3]1.O[C:26]1[CH:27]=[N:28][CH:29]=[CH:30][CH:31]=1.C1(P(C2C=CC=CC=2)C2C=CC=CC=2)C=CC=CC=1.N(C(OCC)=O)=NC(OCC)=O. Product: [CH3:1][C:2]1([CH3:24])[NH:7][C:6](=[O:8])[C:5]2[S:9][C:10]([N:12]3[C:17]4[CH:18]=[C:19]([CH2:22][O:23][C:26]5[CH:27]=[N:28][CH:29]=[CH:30][CH:31]=5)[CH:20]=[CH:21][C:16]=4[O:15][CH2:14][CH2:13]3)=[N:11][C:4]=2[CH2:3]1. The catalyst class is: 1.